This data is from Peptide-MHC class II binding affinity with 134,281 pairs from IEDB. The task is: Regression. Given a peptide amino acid sequence and an MHC pseudo amino acid sequence, predict their binding affinity value. This is MHC class II binding data. (1) The peptide sequence is FLATRIFGRRSIPVN. The MHC is HLA-DQA10201-DQB10402 with pseudo-sequence HLA-DQA10201-DQB10402. The binding affinity (normalized) is 0.593. (2) The peptide sequence is YESYKFIPALEAA. The MHC is HLA-DQA10501-DQB10301 with pseudo-sequence HLA-DQA10501-DQB10301. The binding affinity (normalized) is 0.419. (3) The binding affinity (normalized) is 0.0439. The peptide sequence is VGAATGAATAATGGY. The MHC is DRB1_0701 with pseudo-sequence DRB1_0701. (4) The peptide sequence is AVKTQPLATYQV. The MHC is H-2-IAs with pseudo-sequence H-2-IAs. The binding affinity (normalized) is 0.